Predict the reaction yield, written as a fraction of the theoretical maximum amount of product (1.0 means a 100% yield; for example, 0.34 means a 34% yield). From a dataset of Reaction yield outcomes from USPTO patents with 853,638 reactions. (1) The reactants are [NH2:1][C:2]1[CH:7]=[CH:6][C:5]([C:8]2[N:13]=[C:12]([N:14]3[CH2:20][CH:19]4[O:21][CH:16]([CH2:17][CH2:18]4)[CH2:15]3)[N:11]=[C:10]([C:22]3[CH:27]=[CH:26][C:25]([NH:28][C:29]([NH:31][CH3:32])=[O:30])=[CH:24][CH:23]=3)[N:9]=2)=[CH:4][CH:3]=1.[C:33]([C:36]1[CH:41]=[CH:40][C:39]([NH:42][C:43](=O)[O:44]C2C=CC=CC=2)=[CH:38][CH:37]=1)(=[O:35])[NH2:34]. No catalyst specified. The product is [CH3:32][NH:31][C:29]([NH:28][C:25]1[CH:26]=[CH:27][C:22]([C:10]2[N:11]=[C:12]([N:14]3[CH2:20][CH:19]4[O:21][CH:16]([CH2:17][CH2:18]4)[CH2:15]3)[N:13]=[C:8]([C:5]3[CH:4]=[CH:3][C:2]([NH:1][C:43]([NH:42][C:39]4[CH:40]=[CH:41][C:36]([C:33]([NH2:34])=[O:35])=[CH:37][CH:38]=4)=[O:44])=[CH:7][CH:6]=3)[N:9]=2)=[CH:23][CH:24]=1)=[O:30]. The yield is 0.130. (2) The reactants are [Br:1][C:2]1[CH:13]=[C:6]2[C:7]([O:9][C:10](=[O:12])[NH:11][C:5]2=[CH:4][CH:3]=1)=[O:8].C1(P(C2C=CC=CC=2)C2C=CC=CC=2)C=CC=CC=1.[C:33]([O:37][C:38]([NH:40][CH2:41][CH2:42][CH2:43][CH2:44]O)=[O:39])([CH3:36])([CH3:35])[CH3:34].CC(OC(/N=N/C(OC(C)C)=O)=O)C. The catalyst is C1COCC1. The product is [C:33]([O:37][C:38](=[O:39])[NH:40][CH2:41][CH2:42][CH2:43][CH2:44][N:11]1[C:5]2[CH:4]=[CH:3][C:2]([Br:1])=[CH:13][C:6]=2[C:7](=[O:8])[O:9][C:10]1=[O:12])([CH3:36])([CH3:35])[CH3:34]. The yield is 0.790. (3) The reactants are [NH2:1][C:2]1[N:7]=[CH:6][N:5]=[C:4]2[N:8]([C@@H:25]3[CH2:30][CH2:29][CH2:28][N:27]([C:31](=[O:35])[CH2:32][C:33]#[N:34])[CH2:26]3)[N:9]=[C:10]([C:11]3[CH:16]=[CH:15][C:14]([O:17][C:18]4[CH:23]=[CH:22][CH:21]=[CH:20][CH:19]=4)=[CH:13][C:12]=3[F:24])[C:3]=12.[CH:36]1([CH:39]=O)[CH2:38][CH2:37]1.N1CCCCC1.ClCCl. The catalyst is CO. The product is [NH2:1][C:2]1[N:7]=[CH:6][N:5]=[C:4]2[N:8]([C@@H:25]3[CH2:30][CH2:29][CH2:28][N:27]([C:31]([C:32](=[CH:39][CH:36]4[CH2:38][CH2:37]4)[C:33]#[N:34])=[O:35])[CH2:26]3)[N:9]=[C:10]([C:11]3[CH:16]=[CH:15][C:14]([O:17][C:18]4[CH:19]=[CH:20][CH:21]=[CH:22][CH:23]=4)=[CH:13][C:12]=3[F:24])[C:3]=12. The yield is 0.240. (4) The reactants are C(Br)C1C=CC=CC=1.[F:9][C:10]([F:20])([F:19])[C:11]1[CH:18]=[CH:17][C:14]([CH2:15]Br)=[CH:13][CH:12]=1.[C:21]([C:24]1[S:28][C:27]([N:29]2[CH2:33][CH2:32][NH:31][C:30]2=[O:34])=[N:26][C:25]=1[CH3:35])(=[O:23])[CH3:22]. No catalyst specified. The product is [C:21]([C:24]1[S:28][C:27]([N:29]2[CH2:33][CH2:32][N:31]([CH2:15][C:14]3[CH:17]=[CH:18][C:11]([C:10]([F:20])([F:19])[F:9])=[CH:12][CH:13]=3)[C:30]2=[O:34])=[N:26][C:25]=1[CH3:35])(=[O:23])[CH3:22]. The yield is 0.740.